From a dataset of Reaction yield outcomes from USPTO patents with 853,638 reactions. Predict the reaction yield, written as a fraction of the theoretical maximum amount of product (1.0 means a 100% yield; for example, 0.34 means a 34% yield). (1) The reactants are [F:1][C:2]([F:13])([F:12])[C:3]1[C:11]2[CH2:10][CH2:9][CH2:8][CH2:7][C:6]=2[NH:5][N:4]=1.CC(C)([O-])C.[K+].[I-].[K+].Br[CH2:23][C:24]1[CH:33]=[CH:32][CH:31]=[CH:30][C:25]=1[C:26]([O:28][CH3:29])=[O:27]. The catalyst is O. The product is [F:13][C:2]([F:1])([F:12])[C:3]1[C:11]2[CH2:10][CH2:9][CH2:8][CH2:7][C:6]=2[N:5]([CH2:23][C:24]2[CH:33]=[CH:32][CH:31]=[CH:30][C:25]=2[C:26]([O:28][CH3:29])=[O:27])[N:4]=1. The yield is 0.490. (2) The reactants are [OH:1][C@@H:2]([CH2:6][C:7]1[CH:12]=[CH:11][C:10]([O:13][C:14]([CH3:17])([CH3:16])[CH3:15])=[CH:9][CH:8]=1)[C:3]([OH:5])=[O:4].[H-].[Na+].[CH2:20](Br)[CH3:21].[Cl-].[NH4+]. The catalyst is O.O1CCCC1. The product is [CH2:20]([O:1][C@@H:2]([CH2:6][C:7]1[CH:8]=[CH:9][C:10]([O:13][C:14]([CH3:17])([CH3:16])[CH3:15])=[CH:11][CH:12]=1)[C:3]([OH:5])=[O:4])[CH3:21]. The yield is 0.130. (3) The reactants are [CH3:1][O:2]COC1C=C(C=CC=1)C=C.[OH:13]C1C=C(C=CC=1)C=C.CC[C@H]1[C@H]2C[C@H]([C@H:57]([O:56]C3C4C(=CC=CC=4)C([O:56][C@H:57]([C:68]4C=CN=[C:74]5[C:69]=4[CH:70]=[C:71]([O:78][CH3:79])[CH:72]=[CH:73]5)[C@@H]4N5C[C@H](CC)[C@@H](CC5)C4)=NN=3)[C:68]3C=CN=[C:74]4[C:69]=3[CH:70]=[C:71]([O:78][CH3:79])[CH:72]=[CH:73]4)N(CC2)C1.[O-]S([O-])=O.[Na+].[Na+]. The catalyst is O.CC(O)(C)C. The product is [CH3:1][O:2][CH2:79][O:78][C:71]1[CH:70]=[C:69]([C@H:68]([OH:13])[CH2:57][OH:56])[CH:74]=[CH:73][CH:72]=1. The yield is 0.910.